This data is from Peptide-MHC class I binding affinity with 185,985 pairs from IEDB/IMGT. The task is: Regression. Given a peptide amino acid sequence and an MHC pseudo amino acid sequence, predict their binding affinity value. This is MHC class I binding data. (1) The peptide sequence is YVNAILYQI. The MHC is HLA-A02:03 with pseudo-sequence HLA-A02:03. The binding affinity (normalized) is 0.431. (2) The peptide sequence is TEKSNVVRG. The MHC is HLA-B44:02 with pseudo-sequence HLA-B44:02. The binding affinity (normalized) is 0.132.